From a dataset of Full USPTO retrosynthesis dataset with 1.9M reactions from patents (1976-2016). Predict the reactants needed to synthesize the given product. (1) Given the product [Cl:28][C:26]1[CH:27]=[C:14]([NH:13][C:12](=[S:30])[NH:11][C:8]2[CH:9]=[CH:10][C:5]([NH:4][C:1](=[O:3])[CH3:2])=[CH:6][CH:7]=2)[CH:15]=[C:16]([Cl:29])[C:17]=1[O:18][CH2:19][CH2:20][N:32]([CH3:33])[CH3:31], predict the reactants needed to synthesize it. The reactants are: [C:1]([NH:4][C:5]1[CH:10]=[CH:9][C:8]([NH:11][C:12](=[S:30])[NH:13][C:14]2[CH:27]=[C:26]([Cl:28])[C:17]([O:18][CH2:19][CH2:20]OS(C)(=O)=O)=[C:16]([Cl:29])[CH:15]=2)=[CH:7][CH:6]=1)(=[O:3])[CH3:2].[CH3:31][NH:32][CH3:33]. (2) Given the product [C:2]([C:6]1[CH:10]=[C:9]([CH2:11][NH:12][C:44]([NH:43][C:40]2[CH:41]=[N:42][C:37]([CH2:36][CH2:35][O:34][Si:27]([C:30]([CH3:33])([CH3:32])[CH3:31])([CH3:29])[CH3:28])=[CH:38][CH:39]=2)=[O:45])[N:8]([C:13]2[CH:18]=[CH:17][CH:16]=[C:15]([F:19])[CH:14]=2)[N:7]=1)([CH3:5])([CH3:3])[CH3:4], predict the reactants needed to synthesize it. The reactants are: Cl.[C:2]([C:6]1[CH:10]=[C:9]([CH2:11][NH2:12])[N:8]([C:13]2[CH:18]=[CH:17][CH:16]=[C:15]([F:19])[CH:14]=2)[N:7]=1)([CH3:5])([CH3:4])[CH3:3].C(N(CC)CC)C.[Si:27]([O:34][CH2:35][CH2:36][C:37]1[N:42]=[CH:41][C:40]([NH:43][C:44](=O)[O:45]C2C=CC=CC=2)=[CH:39][CH:38]=1)([C:30]([CH3:33])([CH3:32])[CH3:31])([CH3:29])[CH3:28]. (3) The reactants are: Cl[C:2]1[CH:27]=[CH:26][C:5]([C:6]([NH:8][C:9]2[S:10][C:11]3[C:17]([C:18]4[CH:23]=[CH:22][CH:21]=[CH:20][CH:19]=4)=[CH:16][CH:15]=[C:14]([O:24][CH3:25])[C:12]=3[N:13]=2)=[O:7])=[CH:4][N:3]=1.[NH:28]1[CH2:32][CH2:31][CH2:30][CH2:29]1. Given the product [CH3:25][O:24][C:14]1[C:12]2[N:13]=[C:9]([NH:8][C:6](=[O:7])[C:5]3[CH:26]=[CH:27][C:2]([N:28]4[CH2:32][CH2:31][CH2:30][CH2:29]4)=[N:3][CH:4]=3)[S:10][C:11]=2[C:17]([C:18]2[CH:23]=[CH:22][CH:21]=[CH:20][CH:19]=2)=[CH:16][CH:15]=1, predict the reactants needed to synthesize it. (4) Given the product [Br:5][CH2:6][CH2:7][CH2:8][CH2:9][CH2:10][CH2:11][CH2:12][C:13]([C:20]1[CH:21]=[CH:22][C:17]([Cl:16])=[CH:18][CH:19]=1)=[O:14], predict the reactants needed to synthesize it. The reactants are: [Cl-].[Al+3].[Cl-].[Cl-].[Br:5][CH2:6][CH2:7][CH2:8][CH2:9][CH2:10][CH2:11][CH2:12][C:13](Cl)=[O:14].[Cl:16][C:17]1[CH:22]=[CH:21][CH:20]=[CH:19][CH:18]=1.C(OCC)C. (5) Given the product [OH:8][C@@:7]([C@@H:9]1[CH2:14][CH2:13][CH2:12][N:11]([C:29]([Cl:28])=[O:31])[CH2:10]1)([C:15]1[CH:20]=[CH:19][CH:18]=[CH:17][CH:16]=1)[CH2:6][CH2:5][CH2:4][CH2:3][O:2][CH3:1], predict the reactants needed to synthesize it. The reactants are: [CH3:1][O:2][CH2:3][CH2:4][CH2:5][CH2:6][C@@:7]([C:15]1[CH:20]=[CH:19][CH:18]=[CH:17][CH:16]=1)([C@@H:9]1[CH2:14][CH2:13][CH2:12][NH:11][CH2:10]1)[OH:8].C(N(CC)CC)C.[Cl:28][C:29](Cl)([O:31]C(=O)OC(Cl)(Cl)Cl)Cl. (6) The reactants are: [NH2:1][C:2]1[CH:3]=[C:4]2[C:9](=[CH:10][CH:11]=1)[N:8]=[CH:7][C:6]([C:12]#[N:13])=[C:5]2[NH:14][CH:15]1[CH2:21][CH2:20][CH2:19][CH2:18][CH2:17][CH2:16]1.[CH3:22][S:23]([C:26]1[CH:27]=[C:28]([CH:31]=[CH:32][CH:33]=1)[CH:29]=O)(=[O:25])=[O:24].[BH3-]C#N.[Na+]. Given the product [CH:15]1([NH:14][C:5]2[C:4]3[C:9](=[CH:10][CH:11]=[C:2]([NH:1][CH2:29][C:28]4[CH:31]=[CH:32][CH:33]=[C:26]([S:23]([CH3:22])(=[O:25])=[O:24])[CH:27]=4)[CH:3]=3)[N:8]=[CH:7][C:6]=2[C:12]#[N:13])[CH2:16][CH2:17][CH2:18][CH2:19][CH2:20][CH2:21]1, predict the reactants needed to synthesize it.